This data is from NCI-60 drug combinations with 297,098 pairs across 59 cell lines. The task is: Regression. Given two drug SMILES strings and cell line genomic features, predict the synergy score measuring deviation from expected non-interaction effect. (1) Drug 1: CC1CCC2CC(C(=CC=CC=CC(CC(C(=O)C(C(C(=CC(C(=O)CC(OC(=O)C3CCCCN3C(=O)C(=O)C1(O2)O)C(C)CC4CCC(C(C4)OC)OCCO)C)C)O)OC)C)C)C)OC. Drug 2: C1CC(=O)NC(=O)C1N2C(=O)C3=CC=CC=C3C2=O. Cell line: HS 578T. Synergy scores: CSS=13.7, Synergy_ZIP=-4.42, Synergy_Bliss=-1.23, Synergy_Loewe=-60.9, Synergy_HSA=-1.36. (2) Drug 1: C1=CC(=C2C(=C1NCCNCCO)C(=O)C3=C(C=CC(=C3C2=O)O)O)NCCNCCO. Drug 2: CC(CN1CC(=O)NC(=O)C1)N2CC(=O)NC(=O)C2. Cell line: NCI-H460. Synergy scores: CSS=68.1, Synergy_ZIP=1.62, Synergy_Bliss=0.774, Synergy_Loewe=5.11, Synergy_HSA=7.67.